This data is from Clinical trial toxicity outcomes and FDA approval status for drugs. The task is: Regression/Classification. Given a drug SMILES string, predict its toxicity properties. Task type varies by dataset: regression for continuous values (e.g., LD50, hERG inhibition percentage) or binary classification for toxic/non-toxic outcomes (e.g., AMES mutagenicity, cardiotoxicity, hepatotoxicity). Dataset: clintox. (1) The compound is CCS(=O)(=O)CCn1c([N+](=O)[O-])cnc1C. The result is 0 (passed clinical trial). (2) The compound is Cc1nnc2n1-c1ccc(Cl)cc1C(c1ccccc1)=NC2. The result is 0 (passed clinical trial). (3) The compound is COC(=O)[C@H](c1ccccc1Cl)[NH+]1CCc2sccc2C1. The result is 0 (passed clinical trial). (4) The compound is C[C@H](O)C(=O)Nc1c(I)c(C(=O)NC(CO)CO)c(I)c(C(=O)NC(CO)CO)c1I. The result is 0 (passed clinical trial). (5) The compound is C=C1CC[C@H](O)C/C1=C/C=C1\CCC[C@@]2(C)[C@H]1CC[C@@H]2[C@H](C)CCCC(C)(C)O. The result is 0 (passed clinical trial). (6) The molecule is CN(C)S(=O)(=O)c1ccc2c(c1)/C(=C\CCN1CC[NH+](C)CC1)c1ccccc1S2. The result is 0 (passed clinical trial). (7) The compound is CC(C)(C(=O)[O-])c1ccc(C(O)CCC[NH+]2CCC(C(O)(c3ccccc3)c3ccccc3)CC2)cc1. The result is 0 (passed clinical trial). (8) The molecule is CCNC(=O)CCC/C=C\C[C@H]1[C@@H](O)C[C@@H](O)[C@@H]1/C=C/[C@@H](O)CCc1ccccc1. The result is 0 (passed clinical trial).